Dataset: Full USPTO retrosynthesis dataset with 1.9M reactions from patents (1976-2016). Task: Predict the reactants needed to synthesize the given product. (1) The reactants are: [F:1][C:2]1[C:3]([O:20][CH3:21])=[C:4]([CH:8]([CH2:18][CH3:19])[CH2:9][C:10]([OH:17])([C:13]([F:16])([F:15])[F:14])[CH:11]=O)[CH:5]=[CH:6][CH:7]=1.[NH2:22][C:23]1[CH:32]=[CH:31][C:30]([F:33])=[C:29]2[C:24]=1[CH:25]=[CH:26][C:27](=[O:34])[NH:28]2. Given the product [F:33][C:30]1[CH:31]=[CH:32][C:23]([N:22]=[CH:11][C:10]([OH:17])([C:13]([F:14])([F:15])[F:16])[CH2:9][CH:8]([C:4]2[CH:5]=[CH:6][CH:7]=[C:2]([F:1])[C:3]=2[O:20][CH3:21])[CH2:18][CH3:19])=[C:24]2[C:29]=1[NH:28][C:27](=[O:34])[CH:26]=[CH:25]2, predict the reactants needed to synthesize it. (2) Given the product [CH2:41]([C:48]1[CH:53]=[CH:52][N:51]=[C:50]([NH:40][C:30]2[CH:31]=[CH:32][C:33]([N:34]3[CH:38]=[C:37]([CH3:39])[N:36]=[CH:35]3)=[C:28]([O:27][CH3:26])[CH:29]=2)[N:49]=1)[C:42]1[CH:43]=[CH:44][CH:45]=[CH:46][CH:47]=1, predict the reactants needed to synthesize it. The reactants are: C1(P(C2CCCCC2)C2C=CC=CC=2C2C=CC=CC=2)CCCCC1.[CH3:26][O:27][C:28]1[CH:29]=[C:30]([NH2:40])[CH:31]=[CH:32][C:33]=1[N:34]1[CH:38]=[C:37]([CH3:39])[N:36]=[CH:35]1.[CH2:41]([C:48]1[CH:53]=[CH:52][N:51]=[C:50](Cl)[N:49]=1)[C:42]1[CH:47]=[CH:46][CH:45]=[CH:44][CH:43]=1.C(=O)([O-])[O-].[K+].[K+].